Dataset: Catalyst prediction with 721,799 reactions and 888 catalyst types from USPTO. Task: Predict which catalyst facilitates the given reaction. (1) Reactant: [Br:1][C:2]1[C:3](F)=[CH:4][C:5]2[CH:11]3[CH2:12][CH:9]([CH2:10]3)[N:8]3[C:13]([CH2:20][C:21]4[N:25]([CH3:26])[N:24]=[CH:23][CH:22]=4)=[C:14]([C:16]([O:18][CH3:19])=[O:17])[N:15]=[C:7]3[C:6]=2[CH:27]=1.BrC1C=CC2C3CC(C3)N3C(C(O)C4N(C)N=CC=4)=C(C(OC)=O)N=C3C=2C=1.CS(Cl)(=O)=O.[H][H]. Product: [Br:1][C:2]1[CH:3]=[CH:4][C:5]2[CH:11]3[CH2:10][CH:9]([CH2:12]3)[N:8]3[C:13]([CH2:20][C:21]4[N:25]([CH3:26])[N:24]=[CH:23][CH:22]=4)=[C:14]([C:16]([O:18][CH3:19])=[O:17])[N:15]=[C:7]3[C:6]=2[CH:27]=1. The catalyst class is: 45. (2) Reactant: [CH3:1][O:2][C:3]1[CH:8]=[CH:7][C:6]([C:9]2[N:10]=[C:11]([CH:21]3[CH2:26][CH2:25][NH:24][CH2:23][CH2:22]3)[S:12][C:13]=2[C:14]2[CH:19]=[CH:18][C:17]([CH3:20])=[CH:16][CH:15]=2)=[CH:5][CH:4]=1.ClC(Cl)(O[C:31](=[O:37])OC(Cl)(Cl)Cl)Cl.C(N(CC)CC)C.Cl.[CH3:47][NH:48][OH:49]. Product: [CH3:1][O:2][C:3]1[CH:8]=[CH:7][C:6]([C:9]2[N:10]=[C:11]([CH:21]3[CH2:26][CH2:25][N:24]([C:31](=[O:37])[N:48]([OH:49])[CH3:47])[CH2:23][CH2:22]3)[S:12][C:13]=2[C:14]2[CH:19]=[CH:18][C:17]([CH3:20])=[CH:16][CH:15]=2)=[CH:5][CH:4]=1. The catalyst class is: 7. (3) Reactant: [Cl:1][C:2]1[CH:3]=[C:4]([NH:8][C:9]([N:11]2[CH2:16][CH2:15][C:14]3[NH:17][N:18]=[C:19]([C:20]([OH:22])=O)[C:13]=3[CH2:12]2)=[O:10])[CH:5]=[CH:6][CH:7]=1.[CH:23]([O:26][NH:27][CH3:28])([CH3:25])[CH3:24].CN(C(ON1N=NC2C=CC=NC1=2)=[N+](C)C)C.F[P-](F)(F)(F)(F)F.CCN(C(C)C)C(C)C. Product: [Cl:1][C:2]1[CH:3]=[C:4]([NH:8][C:9]([N:11]2[CH2:16][CH2:15][C:14]3[NH:17][N:18]=[C:19]([C:20]([N:27]([O:26][CH:23]([CH3:25])[CH3:24])[CH3:28])=[O:22])[C:13]=3[CH2:12]2)=[O:10])[CH:5]=[CH:6][CH:7]=1. The catalyst class is: 3. (4) Reactant: [OH:1][CH:2]1[C:11]2[C:6](=[CH:7][N:8]=[CH:9][CH:10]=2)[O:5][CH:4]([C:12]2[CH:13]=[C:14]([CH:19]=[CH:20][CH:21]=2)[C:15]([O:17][CH3:18])=[O:16])[CH2:3]1.CC(C)=O.OS(O)(=O)=O.O=[Cr](=O)=O. Product: [O:1]=[C:2]1[C:11]2[C:6](=[CH:7][N:8]=[CH:9][CH:10]=2)[O:5][CH:4]([C:12]2[CH:13]=[C:14]([CH:19]=[CH:20][CH:21]=2)[C:15]([O:17][CH3:18])=[O:16])[CH2:3]1. The catalyst class is: 21. (5) Reactant: [CH3:1][O:2][C:3]1[CH:8]=[CH:7][C:6]([N:9]([C:14]([C:16]2[CH:17]=[N:18][C:19]([O:22][CH3:23])=[CH:20][CH:21]=2)=O)[NH:10][C:11]([NH2:13])=[O:12])=[CH:5][CH:4]=1.C(O)C. Product: [CH3:1][O:2][C:3]1[CH:8]=[CH:7][C:6]([N:9]2[C:14]([C:16]3[CH:17]=[N:18][C:19]([O:22][CH3:23])=[CH:20][CH:21]=3)=[N:13][C:11]([OH:12])=[N:10]2)=[CH:5][CH:4]=1. The catalyst class is: 74. (6) Reactant: C([O:4][CH2:5][CH2:6][O:7][C:8]1[C:13]2[CH2:14][C:15](=[CH:23][CH2:24][CH2:25][N:26]3[CH2:31][CH2:30][C:29]([C:33]4[CH:38]=[CH:37][C:36]([Cl:39])=[CH:35][CH:34]=4)([OH:32])[CH2:28][CH2:27]3)[C:16]3[C:17]([O:22][C:12]=2[CH:11]=[CH:10][CH:9]=1)=[N:18][CH:19]=[CH:20][CH:21]=3)(=O)C.[OH-].O.C(OCC)(=O)C. The catalyst class is: 8. Product: [Cl:39][C:36]1[CH:37]=[CH:38][C:33]([C:29]2([OH:32])[CH2:28][CH2:27][N:26]([CH2:25][CH2:24][CH:23]=[C:15]3[C:16]4[C:17](=[N:18][CH:19]=[CH:20][CH:21]=4)[O:22][C:12]4[CH:11]=[CH:10][CH:9]=[C:8]([O:7][CH2:6][CH2:5][OH:4])[C:13]=4[CH2:14]3)[CH2:31][CH2:30]2)=[CH:34][CH:35]=1. (7) Reactant: Cl[C:2]1[C:11]2=[N:12][N:13](CC3C=CC(OC)=CC=3)[CH:14]=[C:10]2[C:9]2[CH:8]=[C:7]([O:24][CH3:25])[CH:6]=[CH:5][C:4]=2[N:3]=1.[NH2:26][C:27]1[CH:37]=[CH:36][C:30]([O:31][CH2:32][C:33]([OH:35])=[O:34])=[CH:29][CH:28]=1.Cl. Product: [CH3:25][O:24][C:7]1[CH:6]=[CH:5][C:4]2[N:3]=[C:2]([NH:26][C:27]3[CH:28]=[CH:29][C:30]([O:31][CH2:32][C:33]([OH:35])=[O:34])=[CH:36][CH:37]=3)[C:11]3=[N:12][NH:13][CH:14]=[C:10]3[C:9]=2[CH:8]=1. The catalyst class is: 71. (8) Reactant: [Cl:1][C:2]1[C:10]2[CH:9]=[C:8]([C:11](=[O:14])[CH2:12][CH3:13])[S:7][C:6]=2[CH:5]=[CH:4][CH:3]=1.[Br-:15].[Br-].[Br-].C1([N+](C)(C)C)C=CC=CC=1.C1([N+](C)(C)C)C=CC=CC=1.C1([N+](C)(C)C)C=CC=CC=1. Product: [Br:15][CH:12]([CH3:13])[C:11]([C:8]1[S:7][C:6]2[CH:5]=[CH:4][CH:3]=[C:2]([Cl:1])[C:10]=2[CH:9]=1)=[O:14]. The catalyst class is: 7. (9) Reactant: CCN(C(C)C)C(C)C.[N:10]1([C:14]([C:16]2[CH:21]=[CH:20][C:19]([O:22][C:23]3[CH:24]=[C:25]([CH:29]=[C:30]([O:32][CH2:33][C:34]4[CH:39]=[CH:38][CH:37]=[CH:36][CH:35]=4)[CH:31]=3)[C:26]([OH:28])=O)=[C:18]([Cl:40])[CH:17]=2)=[O:15])[CH2:13][CH2:12][CH2:11]1.CN(C(ON1N=NC2C=CC=NC1=2)=[N+](C)C)C.F[P-](F)(F)(F)(F)F.[NH2:65][C:66]1[CH:70]=[CH:69][N:68]([CH3:71])[N:67]=1. Product: [N:10]1([C:14]([C:16]2[CH:21]=[CH:20][C:19]([O:22][C:23]3[CH:24]=[C:25]([CH:29]=[C:30]([O:32][CH2:33][C:34]4[CH:35]=[CH:36][CH:37]=[CH:38][CH:39]=4)[CH:31]=3)[C:26]([NH:65][C:66]3[CH:70]=[CH:69][N:68]([CH3:71])[N:67]=3)=[O:28])=[C:18]([Cl:40])[CH:17]=2)=[O:15])[CH2:13][CH2:12][CH2:11]1. The catalyst class is: 3.